From a dataset of Forward reaction prediction with 1.9M reactions from USPTO patents (1976-2016). Predict the product of the given reaction. Given the reactants Br[CH2:2][C:3]1[CH:8]=[CH:7][CH:6]=[C:5]([CH2:9][Br:10])[CH:4]=1.[CH3:11][P:12]([O:16]CC)[O:13][CH2:14][CH3:15].O, predict the reaction product. The product is: [Br:10][CH2:9][C:5]1[CH:4]=[C:3]([CH:8]=[CH:7][CH:6]=1)[CH2:2][P:12]([CH3:11])(=[O:16])[O:13][CH2:14][CH3:15].